Dataset: Full USPTO retrosynthesis dataset with 1.9M reactions from patents (1976-2016). Task: Predict the reactants needed to synthesize the given product. The reactants are: Br[C:2]1[CH:3]=[C:4]([NH:13][CH2:14][C:15]2[C:20]([CH3:21])=[CH:19][CH:18]=[CH:17][C:16]=2[CH3:22])[C:5]2[N:6]([C:8]([CH3:12])=[C:9]([CH3:11])[N:10]=2)[CH:7]=1.[C:23]1(B(O)O)[CH:28]=[CH:27][CH:26]=[CH:25][CH:24]=1.CC(C)([O-])C.[K+].COCCOC. Given the product [NH3:6].[CH3:22][C:16]1[CH:17]=[CH:18][CH:19]=[C:20]([CH3:21])[C:15]=1[CH2:14][NH:13][C:4]1[C:5]2[N:6]([C:8]([CH3:12])=[C:9]([CH3:11])[N:10]=2)[CH:7]=[C:2]([C:23]2[CH:28]=[CH:27][CH:26]=[CH:25][CH:24]=2)[CH:3]=1, predict the reactants needed to synthesize it.